From a dataset of Catalyst prediction with 721,799 reactions and 888 catalyst types from USPTO. Predict which catalyst facilitates the given reaction. (1) Reactant: [Na+:1].[CH2:2]([O:4][P:5]([C:8]([F:29])([F:28])[CH2:9][C@@H:10]([OH:27])[C@@H:11]([OH:26])[C@@H:12]([OH:25])[CH2:13][N:14]([O:17]CC1C=CC=CC=1)[CH:15]=[O:16])(=[O:7])[O-:6])[CH3:3].CC1C=C2N=C3C(=NC(NC3=O)=O)N(C[C@H](O)[C@H](O)[C@H](O)CO)C2=CC=1C. Product: [Na+:1].[CH2:2]([O:4][P:5]([C:8]([F:29])([F:28])[CH2:9][C@@H:10]([OH:27])[C@@H:11]([OH:26])[C@@H:12]([OH:25])[CH2:13][N:14]([CH:15]=[O:16])[OH:17])(=[O:6])[O-:7])[CH3:3]. The catalyst class is: 19. (2) Product: [Cl:8][C:6]1[N:5]=[CH:4][N:3]=[C:2]([NH:15][C:14]2[CH:16]=[CH:17][C:18]([N:19]3[CH2:20][CH2:21][N:22]([CH:25]4[CH2:28][O:27][CH2:26]4)[CH2:23][CH2:24]3)=[C:12]([O:11][CH:10]([F:9])[F:29])[CH:13]=2)[N:7]=1. The catalyst class is: 4. Reactant: Cl[C:2]1[N:7]=[C:6]([Cl:8])[N:5]=[CH:4][N:3]=1.[F:9][CH:10]([F:29])[O:11][C:12]1[CH:13]=[C:14]([CH:16]=[CH:17][C:18]=1[N:19]1[CH2:24][CH2:23][N:22]([CH:25]2[CH2:28][O:27][CH2:26]2)[CH2:21][CH2:20]1)[NH2:15].C(N(CC)C(C)C)(C)C. (3) Reactant: C1N=CN([C:6](N2C=NC=C2)=[O:7])C=1.[C:13]([C:17]1[CH:21]=[C:20]([NH2:22])[N:19]([C:23]2[CH:28]=[CH:27][C:26]([CH3:29])=[CH:25][CH:24]=2)[N:18]=1)([CH3:16])([CH3:15])[CH3:14].[NH2:30][C:31]1[C:40]2[C:35](=[CH:36][CH:37]=[CH:38][CH:39]=2)[C:34]([CH2:41][CH2:42][O:43][C:44]2[CH:49]=[CH:48][N:47]=[C:46]([NH2:50])[CH:45]=2)=[CH:33][CH:32]=1.C1COCC1. Product: [NH2:50][C:46]1[CH:45]=[C:44]([O:43][CH2:42][CH2:41][C:34]2[C:35]3[C:40](=[CH:39][CH:38]=[CH:37][CH:36]=3)[C:31]([NH:30][C:6]([NH:22][C:20]3[N:19]([C:23]4[CH:24]=[CH:25][C:26]([CH3:29])=[CH:27][CH:28]=4)[N:18]=[C:17]([C:13]([CH3:16])([CH3:15])[CH3:14])[CH:21]=3)=[O:7])=[CH:32][CH:33]=2)[CH:49]=[CH:48][N:47]=1. The catalyst class is: 61. (4) Reactant: Cl[C:2]1[CH:9]=[CH:8][C:5]([C:6]#[N:7])=[C:4]([O:10][CH:11]2[CH2:15][CH2:14][CH2:13][CH2:12]2)[N:3]=1.[Br:16][C:17]1[CH:24]=[CH:23][C:22]([OH:25])=[CH:21][C:18]=1[CH:19]=[O:20].C(=O)([O-])[O-].[K+].[K+]. Product: [Br:16][C:17]1[CH:24]=[CH:23][C:22]([O:25][C:2]2[CH:9]=[CH:8][C:5]([C:6]#[N:7])=[C:4]([O:10][CH:11]3[CH2:15][CH2:14][CH2:13][CH2:12]3)[N:3]=2)=[CH:21][C:18]=1[CH:19]=[O:20]. The catalyst class is: 3. (5) Reactant: CC1C=CC=C(C)N=1.[O:9]1[C:13]2[CH:14]=[CH:15][C:16]([CH:18](Br)[C:19]([O:21][CH3:22])=[O:20])=[CH:17][C:12]=2[O:11][CH2:10]1.[Br:24][C:25]1[CH:26]=[C:27]2[C:31](=[CH:32][CH:33]=1)[N:30]([CH3:34])[CH:29]=[CH:28]2. Product: [O:9]1[C:13]2[CH:14]=[CH:15][C:16]([CH:18]([C:28]3[C:27]4[C:31](=[CH:32][CH:33]=[C:25]([Br:24])[CH:26]=4)[N:30]([CH3:34])[CH:29]=3)[C:19]([O:21][CH3:22])=[O:20])=[CH:17][C:12]=2[O:11][CH2:10]1. The catalyst class is: 9. (6) Reactant: [C-]#N.[Na+].[N:4]12CCN(CC1)C[CH2:5]2.Cl[C:13]1[CH:18]=[C:17]([C:19]2[CH:24]=[CH:23][CH:22]=[CH:21][N:20]=2)[N:16]=[C:15]([CH3:25])[N:14]=1. Product: [CH3:25][C:15]1[N:14]=[C:13]([C:5]#[N:4])[CH:18]=[C:17]([C:19]2[CH:24]=[CH:23][CH:22]=[CH:21][N:20]=2)[N:16]=1. The catalyst class is: 374. (7) Reactant: [C:1]([C:3]1[CH:4]=[C:5]2[C:9](=[CH:10][CH:11]=1)[NH:8][C:7](=[O:12])[C:6]2([OH:22])[C:13]1[C:14]([O:19][CH2:20][CH3:21])=[N:15][CH:16]=[CH:17][CH:18]=1)#[N:2].CC(C)([O-])C.[K+].[C:29]1([S:35](Cl)(=[O:37])=[O:36])[CH:34]=[CH:33][CH:32]=[CH:31][CH:30]=1.ClCCl.CO. Product: [CH2:20]([O:19][C:14]1[C:13]([C:6]2([OH:22])[C:5]3[C:9](=[CH:10][CH:11]=[C:3]([C:1]#[N:2])[CH:4]=3)[N:8]([S:35]([C:29]3[CH:34]=[CH:33][CH:32]=[CH:31][CH:30]=3)(=[O:37])=[O:36])[C:7]2=[O:12])=[CH:18][CH:17]=[CH:16][N:15]=1)[CH3:21]. The catalyst class is: 9. (8) Product: [C:1]1([S:7]([N:10]2[CH:11]=[CH:12][C:13]([CH2:20][C:19]3[CH:23]=[CH:24][C:16]([F:15])=[CH:17][CH:18]=3)=[CH:14]2)(=[O:9])=[O:8])[CH:2]=[CH:3][CH:4]=[CH:5][CH:6]=1. The catalyst class is: 2. Reactant: [C:1]1([S:7]([N:10]2[CH:14]=[CH:13][CH:12]=[CH:11]2)(=[O:9])=[O:8])[CH:6]=[CH:5][CH:4]=[CH:3][CH:2]=1.[F:15][C:16]1[CH:24]=[CH:23][C:19]([C:20](Cl)=O)=[CH:18][CH:17]=1.[Cl-].[Al+3].[Cl-].[Cl-]. (9) Reactant: Br[C:2]1[CH:3]=[C:4]([CH2:7][O:8][C:9]2[CH:14]=[CH:13][C:12]3[C:15]4([CH2:30][O:31][C:11]=3[CH:10]=2)[CH2:20][CH2:19][N:18]([CH2:21][CH2:22][C:23]([O:25][C:26]([CH3:29])([CH3:28])[CH3:27])=[O:24])[CH2:17][CH2:16]4)[S:5][CH:6]=1.O.[O-]P([O-])([O-])=O.[K+].[K+].[K+].[C:41]1([CH3:47])[CH:46]=[CH:45]C=CC=1. Product: [CH:46]1([CH2:45][C:2]2[CH:3]=[C:4]([CH2:7][O:8][C:9]3[CH:14]=[CH:13][C:12]4[C:15]5([CH2:30][O:31][C:11]=4[CH:10]=3)[CH2:20][CH2:19][N:18]([CH2:21][CH2:22][C:23]([O:25][C:26]([CH3:28])([CH3:29])[CH3:27])=[O:24])[CH2:17][CH2:16]5)[S:5][CH:6]=2)[CH2:41][CH2:47]1. The catalyst class is: 167.